This data is from Full USPTO retrosynthesis dataset with 1.9M reactions from patents (1976-2016). The task is: Predict the reactants needed to synthesize the given product. The reactants are: [Br:1][C:2]1[CH:16]=[C:15](/[CH:17]=[CH:18]/[CH:19]([C:24]2[CH:29]=[C:28]([Cl:30])[C:27]([Cl:31])=[C:26]([Cl:32])[CH:25]=2)[C:20]([F:23])([F:22])[F:21])[CH:14]=[CH:13][C:3]=1[C:4]([NH:6][CH:7]1[CH2:12][CH2:11][NH:10][CH2:9][CH2:8]1)=[O:5].C=O.[CH3:35]C(O)=O.[BH3-]C#N.[Na+]. Given the product [Br:1][C:2]1[CH:16]=[C:15](/[CH:17]=[CH:18]/[CH:19]([C:24]2[CH:25]=[C:26]([Cl:32])[C:27]([Cl:31])=[C:28]([Cl:30])[CH:29]=2)[C:20]([F:23])([F:21])[F:22])[CH:14]=[CH:13][C:3]=1[C:4]([NH:6][CH:7]1[CH2:12][CH2:11][N:10]([CH3:35])[CH2:9][CH2:8]1)=[O:5], predict the reactants needed to synthesize it.